This data is from Catalyst prediction with 721,799 reactions and 888 catalyst types from USPTO. The task is: Predict which catalyst facilitates the given reaction. (1) Product: [O:2]=[C:3]1[CH2:8][CH2:7][N:6]([C:18]([O:17][C:14]([CH3:16])([CH3:15])[CH3:13])=[O:19])[CH2:5][CH:4]1[C:9]([O:11][CH3:12])=[O:10]. Reactant: Cl.[O:2]=[C:3]1[CH2:8][CH2:7][NH:6][CH2:5][CH:4]1[C:9]([O:11][CH3:12])=[O:10].[CH3:13][C:14]([O:17][C:18](O[C:18]([O:17][C:14]([CH3:16])([CH3:15])[CH3:13])=[O:19])=[O:19])([CH3:16])[CH3:15].C(=O)(O)[O-].[Na+]. The catalyst class is: 1. (2) Product: [F:1][C:2]([F:7])([F:6])[C:3]([OH:5])=[O:4].[NH2:32][S:29]([NH:8][CH2:9][C:10]1[C:11]([C:15](=[N:16][OH:17])[NH:19][C:20]2[CH:25]=[CH:24][C:23]([F:26])=[C:22]([Cl:27])[CH:21]=2)=[N:12][O:13][N:14]=1)(=[O:31])=[O:30]. The catalyst class is: 228. Reactant: [F:1][C:2]([F:7])([F:6])[C:3]([OH:5])=[O:4].[NH2:8][CH2:9][C:10]1[C:11]([C:15]2[N:19]([C:20]3[CH:25]=[CH:24][C:23]([F:26])=[C:22]([Cl:27])[CH:21]=3)C(=O)[O:17][N:16]=2)=[N:12][O:13][N:14]=1.[S:29](N)([NH2:32])(=[O:31])=[O:30].[OH-].[Na+]. (3) Reactant: [CH2:1]([O:8][C:9]1[C:10]2[N:11]([C:16]([CH3:20])=[C:17]([CH3:19])[N:18]=2)[CH:12]=[C:13](Br)[CH:14]=1)[C:2]1[CH:7]=[CH:6][CH:5]=[CH:4][CH:3]=1.C1(P([C:34]2[CH:39]=CC=CC=2)C2C=CC=CC=2)C=CC=CC=1.C(N(CC)CC)C.[C]=[O:48].[CH2:49]([OH:51])C. Product: [CH2:1]([O:8][C:9]1[C:10]2[N:11]([C:16]([CH3:20])=[C:17]([CH3:19])[N:18]=2)[CH:12]=[C:13]([C:49]([O:51][CH2:39][CH3:34])=[O:48])[CH:14]=1)[C:2]1[CH:7]=[CH:6][CH:5]=[CH:4][CH:3]=1. The catalyst class is: 167. (4) Reactant: [Cl-].O[NH3+:3].[C:4](=[O:7])([O-])[OH:5].[Na+].CS(C)=O.[CH2:13]([C:15]1[S:53][C:18]2[N:19]([CH2:38][C:39]3[CH:44]=[CH:43][C:42]([C:45]4[C:46]([C:51]#[N:52])=[CH:47][CH:48]=[CH:49][CH:50]=4)=[CH:41][CH:40]=3)[C:20](=[O:37])[N:21]([CH2:24][C:25]([C:27]3[CH:36]=[CH:35][C:34]4[C:29](=[CH:30][CH:31]=[CH:32][CH:33]=4)[CH:28]=3)=[O:26])[C:22](=[O:23])[C:17]=2[CH:16]=1)[CH3:14]. The catalyst class is: 22. Product: [CH2:13]([C:15]1[S:53][C:18]2[N:19]([CH2:38][C:39]3[CH:44]=[CH:43][C:42]([C:45]4[CH:50]=[CH:49][CH:48]=[CH:47][C:46]=4[C:51]4[NH:3][C:4](=[O:7])[O:5][N:52]=4)=[CH:41][CH:40]=3)[C:20](=[O:37])[N:21]([CH2:24][C:25]([C:27]3[CH:36]=[CH:35][C:34]4[C:29](=[CH:30][CH:31]=[CH:32][CH:33]=4)[CH:28]=3)=[O:26])[C:22](=[O:23])[C:17]=2[CH:16]=1)[CH3:14]. (5) Reactant: [NH2:1][C:2]1[N:7]=[C:6]([Cl:8])[CH:5]=[CH:4][N:3]=1.[NH2:9][C:10]1[CH:11]=[C:12]([CH:16]=[CH:17][CH:18]=1)[C:13]([NH2:15])=[O:14].Cl. Product: [ClH:8].[NH2:1][C:2]1[N:7]=[C:6]([NH:9][C:10]2[CH:11]=[C:12]([CH:16]=[CH:17][CH:18]=2)[C:13]([NH2:15])=[O:14])[CH:5]=[CH:4][N:3]=1. The catalyst class is: 8. (6) Reactant: [OH-].[Na+].[CH:3]1([C:6]2[CH:11]=[C:10]([CH2:12][N:13]3[CH2:16][C:15]4([CH2:20][C:19]([N:21]5[CH2:26][CH2:25][C:24]([CH3:32])([C:27]([O:29]CC)=[O:28])[CH2:23][CH2:22]5)=[N:18][O:17]4)[CH2:14]3)[CH:9]=[C:8]([O:33][CH2:34][C:35]3([F:38])[CH2:37][CH2:36]3)[C:7]=2[C:39]2[CH:44]=[CH:43][C:42]([F:45])=[CH:41][CH:40]=2)[CH2:5][CH2:4]1. Product: [CH:3]1([C:6]2[CH:11]=[C:10]([CH2:12][N:13]3[CH2:16][C:15]4([CH2:20][C:19]([N:21]5[CH2:22][CH2:23][C:24]([CH3:32])([C:27]([OH:29])=[O:28])[CH2:25][CH2:26]5)=[N:18][O:17]4)[CH2:14]3)[CH:9]=[C:8]([O:33][CH2:34][C:35]3([F:38])[CH2:37][CH2:36]3)[C:7]=2[C:39]2[CH:44]=[CH:43][C:42]([F:45])=[CH:41][CH:40]=2)[CH2:4][CH2:5]1. The catalyst class is: 8. (7) Reactant: [C:1]([O:5]CC)(=[O:4])[CH:2]=O.[NH2:8][C:9]1[C:10]([C:15]2[CH:16]=[CH:17][C:18]([Cl:35])=[C:19]([CH:34]=2)[C:20]([NH:22][CH2:23][C:24]23[CH2:33][CH:28]4[CH2:29][CH:30]([CH2:32][CH:26]([CH2:27]4)[CH2:25]2)[CH2:31]3)=[O:21])=[N:11][CH:12]=[CH:13][CH:14]=1.C(O[BH-](OC(=O)C)OC(=O)C)(=O)C.[Na+]. Product: [Cl:35][C:18]1[CH:17]=[CH:16][C:15]([C:10]2[C:9]([NH:8][CH2:2][C:1]([OH:5])=[O:4])=[CH:14][CH:13]=[CH:12][N:11]=2)=[CH:34][C:19]=1[C:20]([NH:22][CH2:23][C:24]12[CH2:25][CH:26]3[CH2:32][CH:30]([CH2:29][CH:28]([CH2:27]3)[CH2:33]1)[CH2:31]2)=[O:21]. The catalyst class is: 4. (8) Reactant: Cl[CH2:2][CH2:3][CH2:4][C:5]1[S:9][C:8]([C:10]2[CH:15]=[CH:14][CH:13]=[CH:12][CH:11]=2)=[N:7][C:6]=1[C:16]([NH:18][C:19]1[CH:24]=[CH:23][CH:22]=[CH:21][C:20]=1[C:25]1[S:26][C:27]2[C:32]([N:33]=1)=[CH:31][CH:30]=[CH:29][N:28]=2)=[O:17].[CH3:34][O:35][CH2:36][CH2:37][N:38]1[CH2:43][CH2:42][NH:41][CH2:40][CH2:39]1.O. Product: [CH3:34][O:35][CH2:36][CH2:37][N:38]1[CH2:43][CH2:42][N:41]([CH2:2][CH2:3][CH2:4][C:5]2[S:9][C:8]([C:10]3[CH:15]=[CH:14][CH:13]=[CH:12][CH:11]=3)=[N:7][C:6]=2[C:16]([NH:18][C:19]2[CH:24]=[CH:23][CH:22]=[CH:21][C:20]=2[C:25]2[S:26][C:27]3[C:32]([N:33]=2)=[CH:31][CH:30]=[CH:29][N:28]=3)=[O:17])[CH2:40][CH2:39]1. The catalyst class is: 16. (9) Reactant: C(N(C(C)C)CC)(C)C.[C:10]([O:14][C:15]([N:17]1[CH2:22][CH2:21][C:20]([NH:26][C:27]([O:29][C:30]([CH3:33])([CH3:32])[CH3:31])=[O:28])([C:23](O)=[O:24])[CH2:19][CH2:18]1)=[O:16])([CH3:13])([CH3:12])[CH3:11].CN(C(ON1N=NC2C=CC=NC1=2)=[N+](C)C)C.F[P-](F)(F)(F)(F)F.[Cl:58][C:59]1[C:64]([C:65]2[CH:70]=[CH:69][CH:68]=[CH:67][CH:66]=2)=[CH:63][C:62]([CH2:71][NH2:72])=[CH:61][CH:60]=1. Product: [C:10]([O:14][C:15]([N:17]1[CH2:22][CH2:21][C:20]([NH:26][C:27]([O:29][C:30]([CH3:32])([CH3:33])[CH3:31])=[O:28])([C:23](=[O:24])[NH:72][CH2:71][C:62]2[CH:63]=[C:64]([C:65]3[CH:66]=[CH:67][CH:68]=[CH:69][CH:70]=3)[C:59]([Cl:58])=[CH:60][CH:61]=2)[CH2:19][CH2:18]1)=[O:16])([CH3:13])([CH3:11])[CH3:12]. The catalyst class is: 163.